Dataset: NCI-60 drug combinations with 297,098 pairs across 59 cell lines. Task: Regression. Given two drug SMILES strings and cell line genomic features, predict the synergy score measuring deviation from expected non-interaction effect. (1) Drug 1: C1CCC(CC1)NC(=O)N(CCCl)N=O. Drug 2: CS(=O)(=O)OCCCCOS(=O)(=O)C. Cell line: MCF7. Synergy scores: CSS=13.6, Synergy_ZIP=-6.61, Synergy_Bliss=-2.96, Synergy_Loewe=-6.97, Synergy_HSA=-3.27. (2) Drug 2: C1=NC2=C(N1)C(=S)N=CN2. Synergy scores: CSS=67.3, Synergy_ZIP=1.33, Synergy_Bliss=1.22, Synergy_Loewe=-1.12, Synergy_HSA=2.35. Cell line: HL-60(TB). Drug 1: CCC1=C2CN3C(=CC4=C(C3=O)COC(=O)C4(CC)O)C2=NC5=C1C=C(C=C5)O. (3) Drug 1: C1CCC(C1)C(CC#N)N2C=C(C=N2)C3=C4C=CNC4=NC=N3. Drug 2: CC(C1=C(C=CC(=C1Cl)F)Cl)OC2=C(N=CC(=C2)C3=CN(N=C3)C4CCNCC4)N. Cell line: OVCAR-5. Synergy scores: CSS=1.36, Synergy_ZIP=0.346, Synergy_Bliss=0.976, Synergy_Loewe=-10.7, Synergy_HSA=-3.59. (4) Drug 1: CC1=CC2C(CCC3(C2CCC3(C(=O)C)OC(=O)C)C)C4(C1=CC(=O)CC4)C. Drug 2: CS(=O)(=O)CCNCC1=CC=C(O1)C2=CC3=C(C=C2)N=CN=C3NC4=CC(=C(C=C4)OCC5=CC(=CC=C5)F)Cl. Cell line: MDA-MB-435. Synergy scores: CSS=-2.44, Synergy_ZIP=6.45, Synergy_Bliss=8.26, Synergy_Loewe=2.70, Synergy_HSA=2.07. (5) Drug 1: C1CC(=O)NC(=O)C1N2C(=O)C3=CC=CC=C3C2=O. Drug 2: C1CN(P(=O)(OC1)NCCCl)CCCl. Cell line: 786-0. Synergy scores: CSS=-1.48, Synergy_ZIP=0.621, Synergy_Bliss=-1.09, Synergy_Loewe=-2.22, Synergy_HSA=-2.29. (6) Drug 1: CC12CCC(CC1=CCC3C2CCC4(C3CC=C4C5=CN=CC=C5)C)O. Drug 2: COC1=NC(=NC2=C1N=CN2C3C(C(C(O3)CO)O)O)N. Cell line: TK-10. Synergy scores: CSS=-0.410, Synergy_ZIP=-0.129, Synergy_Bliss=0.148, Synergy_Loewe=-3.10, Synergy_HSA=-2.09.